Dataset: Catalyst prediction with 721,799 reactions and 888 catalyst types from USPTO. Task: Predict which catalyst facilitates the given reaction. (1) Reactant: [C:1]1([CH2:7][O:8][C:9]([NH:11][CH2:12][C@@H:13]2[CH2:17][CH2:16][N:15](C(OC(C)(C)C)=O)[CH2:14]2)=[O:10])[CH:6]=[CH:5][CH:4]=[CH:3][CH:2]=1.C(O)(C(F)(F)F)=O. Product: [C:1]1([CH2:7][O:8][C:9](=[O:10])[NH:11][CH2:12][C@@H:13]2[CH2:17][CH2:16][NH:15][CH2:14]2)[CH:2]=[CH:3][CH:4]=[CH:5][CH:6]=1. The catalyst class is: 2. (2) Reactant: C([NH:4][C:5]1[S:6][CH:7]=[C:8]([CH2:10][CH2:11][C:12]2[CH:17]=[CH:16][C:15]([CH2:18][C:19]([OH:21])=[O:20])=[CH:14][CH:13]=2)[N:9]=1)(=O)C.[CH:22](C1N=C(NC(=O)C)SC=1)=O.Cl. Product: [CH3:22][O:21][C:19](=[O:20])[CH2:18][C:15]1[CH:14]=[CH:13][C:12]([CH2:11][CH2:10][C:8]2[N:9]=[C:5]([NH2:4])[S:6][CH:7]=2)=[CH:17][CH:16]=1. The catalyst class is: 15.